Dataset: Forward reaction prediction with 1.9M reactions from USPTO patents (1976-2016). Task: Predict the product of the given reaction. (1) Given the reactants Cl.CN(C)CCCN=C=NCC.ON1C2C=CC=CC=2N=N1.[CH:23]1[C:32]2[C:27](=[CH:28][CH:29]=[CH:30][CH:31]=2)[CH:26]=[CH:25][C:24]=1[S:33]([C:36]1(/[CH:39]=[CH:40]/[C:41](O)=[O:42])[CH2:38][CH2:37]1)(=[O:35])=[O:34].[N:44]1([CH2:50][C:51]2[CH:52]=[C:53]3[C:58](=[CH:59][CH:60]=2)[C@H:57]([NH2:61])[CH2:56][CH2:55][CH2:54]3)[CH2:49][CH2:48][CH2:47][CH2:46][CH2:45]1, predict the reaction product. The product is: [CH:23]1[C:32]2[C:27](=[CH:28][CH:29]=[CH:30][CH:31]=2)[CH:26]=[CH:25][C:24]=1[S:33]([C:36]1(/[CH:39]=[CH:40]/[C:41]([NH:61][C@H:57]2[C:58]3[C:53](=[CH:52][C:51]([CH2:50][N:44]4[CH2:49][CH2:48][CH2:47][CH2:46][CH2:45]4)=[CH:60][CH:59]=3)[CH2:54][CH2:55][CH2:56]2)=[O:42])[CH2:38][CH2:37]1)(=[O:35])=[O:34]. (2) Given the reactants [Cl:1][C:2]1[N:7]=[C:6]([NH:8][C:9]2[CH:10]=[CH:11][C:12]3[C:16]([CH:17]=2)=[N:15][N:14]([CH3:18])[C:13]=3[CH3:19])[CH:5]=[CH:4][N:3]=1.[C:20](=O)([O-])[O-].[Cs+].[Cs+].IC, predict the reaction product. The product is: [Cl:1][C:2]1[N:7]=[C:6]([N:8]([CH3:20])[C:9]2[CH:10]=[CH:11][C:12]3[C:16]([CH:17]=2)=[N:15][N:14]([CH3:18])[C:13]=3[CH3:19])[CH:5]=[CH:4][N:3]=1. (3) The product is: [CH3:1][S:2][C:3]1[CH:4]=[CH:5][C:6](/[CH:9]=[CH:10]/[C:11]2[CH:20]=[CH:19][C:14]([C:15]([OH:17])=[O:16])=[CH:13][N:12]=2)=[CH:7][CH:8]=1. Given the reactants [CH3:1][S:2][C:3]1[CH:8]=[CH:7][C:6](/[CH:9]=[CH:10]/[C:11]2[CH:20]=[CH:19][C:14]([C:15]([O:17]C)=[O:16])=[CH:13][N:12]=2)=[CH:5][CH:4]=1.[OH-].[Na+], predict the reaction product. (4) Given the reactants [NH:1]1[CH2:4][CH:3]([NH:5][C:6]([C:8]2[C:12]3[N:13]=[CH:14][N:15]=[C:16]([C:17]4[C:25]5[O:24][CH2:23][O:22][C:21]=5[CH:20]=[CH:19][C:18]=4[O:26][CH2:27][CH:28]4[CH2:30][CH2:29]4)[C:11]=3[NH:10][CH:9]=2)=[O:7])[CH2:2]1.Cl[C:32]([O:34][CH2:35][CH3:36])=[O:33], predict the reaction product. The product is: [CH2:35]([O:34][C:32]([N:1]1[CH2:4][CH:3]([NH:5][C:6]([C:8]2[C:12]3[N:13]=[CH:14][N:15]=[C:16]([C:17]4[C:25]5[O:24][CH2:23][O:22][C:21]=5[CH:20]=[CH:19][C:18]=4[O:26][CH2:27][CH:28]4[CH2:30][CH2:29]4)[C:11]=3[NH:10][CH:9]=2)=[O:7])[CH2:2]1)=[O:33])[CH3:36].